From a dataset of Forward reaction prediction with 1.9M reactions from USPTO patents (1976-2016). Predict the product of the given reaction. (1) Given the reactants [CH2:1]([C:5]1[N:6]([CH2:18][CH2:19][O:20][CH2:21][CH2:22][NH:23][C:24](=[O:30])[O:25][C:26]([CH3:29])([CH3:28])[CH3:27])[C:7]2[C:16]3[CH:15]=[CH:14][CH:13]=[CH:12][C:11]=3[N:10]=[CH:9][C:8]=2[N:17]=1)[CH2:2][CH2:3][CH3:4].ClC1C=C(C=CC=1)C(OO)=[O:36].C([O-])(O)=O.[Na+], predict the reaction product. The product is: [CH2:1]([C:5]1[N:6]([CH2:18][CH2:19][O:20][CH2:21][CH2:22][NH:23][C:24](=[O:30])[O:25][C:26]([CH3:29])([CH3:28])[CH3:27])[C:7]2[C:16]3[CH:15]=[CH:14][CH:13]=[CH:12][C:11]=3[N+:10]([O-:36])=[CH:9][C:8]=2[N:17]=1)[CH2:2][CH2:3][CH3:4]. (2) The product is: [F:1][C:2]([F:17])([F:16])[C:3]1[CH:4]=[C:5]([CH:9]=[C:10]([C:12]([F:15])([F:14])[F:13])[CH:11]=1)[C:6]([N:28]1[CH2:29][CH2:30][C@@H:31]([N:33]2[CH2:34][CH2:35][N:36]([CH2:39][C:40]([NH:42][C:43]3[C:48]([CH3:49])=[CH:47][CH:46]=[CH:45][C:44]=3[CH3:50])=[O:41])[CH2:37][CH2:38]2)[CH2:32][C@@H:27]1[CH2:26][C:21]1[CH:22]=[CH:23][C:24]([Cl:25])=[C:19]([Cl:18])[CH:20]=1)=[O:7]. Given the reactants [F:1][C:2]([F:17])([F:16])[C:3]1[CH:4]=[C:5]([CH:9]=[C:10]([C:12]([F:15])([F:14])[F:13])[CH:11]=1)[C:6](Cl)=[O:7].[Cl:18][C:19]1[CH:20]=[C:21]([CH2:26][C@H:27]2[CH2:32][C@H:31]([N:33]3[CH2:38][CH2:37][N:36]([CH2:39][C:40]([NH:42][C:43]4[C:48]([CH3:49])=[CH:47][CH:46]=[CH:45][C:44]=4[CH3:50])=[O:41])[CH2:35][CH2:34]3)[CH2:30][CH2:29][NH:28]2)[CH:22]=[CH:23][C:24]=1[Cl:25].C(N(CC)CC)C, predict the reaction product. (3) Given the reactants [F:1][CH:2]([F:14])[O:3][C:4]1[CH:9]=[CH:8][C:7]([C:10]#[CH:11])=[CH:6][C:5]=1[CH2:12][CH3:13].[Br:15][C:16]1[CH:17]=[C:18](I)[CH:19]=[CH:20][CH:21]=1, predict the reaction product. The product is: [Br:15][C:16]1[CH:21]=[C:20]([C:11]#[C:10][C:7]2[CH:8]=[CH:9][C:4]([O:3][CH:2]([F:14])[F:1])=[C:5]([CH2:12][CH3:13])[CH:6]=2)[CH:19]=[CH:18][CH:17]=1. (4) Given the reactants [Cl:1][C:2]1[CH:7]=[CH:6][C:5]([S:8]([C:11]([CH3:16])([CH3:15])[C:12]([NH2:14])=O)(=[O:10])=[O:9])=[CH:4][CH:3]=1, predict the reaction product. The product is: [Cl:1][C:2]1[CH:3]=[CH:4][C:5]([S:8]([C:11]([CH3:16])([CH3:15])[C:12]#[N:14])(=[O:9])=[O:10])=[CH:6][CH:7]=1. (5) Given the reactants O[CH:2]([C:16]1[CH:21]=[CH:20][CH:19]=[CH:18][C:17]=1[S:22]([N:25]1[CH2:30][CH2:29][O:28][CH2:27][CH2:26]1)(=[O:24])=[O:23])[C:3]1[C:11]2[C:10](=[O:12])[CH2:9][C:8]([CH3:14])([CH3:13])[CH2:7][C:6]=2[NH:5][C:4]=1[CH3:15].FC(F)(F)S(O[Si](C)(C)C)(=O)=O.C([SiH](CC)CC)C, predict the reaction product. The product is: [CH3:15][C:4]1[NH:5][C:6]2[CH2:7][C:8]([CH3:14])([CH3:13])[CH2:9][C:10](=[O:12])[C:11]=2[C:3]=1[CH2:2][C:16]1[CH:21]=[CH:20][CH:19]=[CH:18][C:17]=1[S:22]([N:25]1[CH2:26][CH2:27][O:28][CH2:29][CH2:30]1)(=[O:24])=[O:23]. (6) Given the reactants [OH:1][CH2:2][N:3]1[C:7](=[O:8])[C:6]([C:15]2[CH:20]=[CH:19][CH:18]=[CH:17][CH:16]=2)([C:9]2[CH:14]=[CH:13][CH:12]=[CH:11][CH:10]=2)[NH:5][C:4]1=[O:21].N1C=CC=CC=1.BrN1C(=O)CCC1=O.[P:36]([O:43]CC)([O:40][CH2:41][CH3:42])[O:37][CH2:38][CH3:39].S([O-])([O-])(=O)=S.[Na+].[Na+], predict the reaction product. The product is: [CH2:38]([O:37][P:36](=[O:43])([O:40][CH2:41][CH3:42])[O:1][CH2:2][N:3]1[C:7](=[O:8])[C:6]([C:15]2[CH:16]=[CH:17][CH:18]=[CH:19][CH:20]=2)([C:9]2[CH:14]=[CH:13][CH:12]=[CH:11][CH:10]=2)[NH:5][C:4]1=[O:21])[CH3:39]. (7) Given the reactants [CH3:1][C:2]1[CH:7]=[CH:6][CH:5]=[C:4]([CH3:8])[N:3]=1.ClC1C=C(C=CC=1)C(OO)=[O:14], predict the reaction product. The product is: [CH3:1][C:2]1[CH:7]=[CH:6][CH:5]=[C:4]([CH3:8])[N+:3]=1[O-:14].